Dataset: Forward reaction prediction with 1.9M reactions from USPTO patents (1976-2016). Task: Predict the product of the given reaction. (1) Given the reactants [Cl-].O[NH3+:3].[C:4](=[O:7])([O-])[OH:5].[Na+].CS(C)=O.[CH:13]1([C:19](=[O:52])[CH2:20][N:21]2[C:26](=[O:27])[C:25]3[CH:28]=[C:29]([CH2:31][C:32]([F:35])([F:34])[F:33])[S:30][C:24]=3[N:23]([CH2:36][C:37]3[CH:42]=[CH:41][C:40]([C:43]4[C:44]([C:49]#[N:50])=[CH:45][CH:46]=[CH:47][CH:48]=4)=[CH:39][CH:38]=3)[C:22]2=[O:51])[CH2:18][CH2:17][CH2:16][CH2:15][CH2:14]1, predict the reaction product. The product is: [CH:13]1([C:19](=[O:52])[CH2:20][N:21]2[C:26](=[O:27])[C:25]3[CH:28]=[C:29]([CH2:31][C:32]([F:34])([F:35])[F:33])[S:30][C:24]=3[N:23]([CH2:36][C:37]3[CH:38]=[CH:39][C:40]([C:43]4[CH:48]=[CH:47][CH:46]=[CH:45][C:44]=4[C:49]4[NH:3][C:4](=[O:7])[O:5][N:50]=4)=[CH:41][CH:42]=3)[C:22]2=[O:51])[CH2:14][CH2:15][CH2:16][CH2:17][CH2:18]1. (2) Given the reactants [C:1]([C:5]1[CH:10]=[CH:9][C:8]([OH:11])=[C:7]([F:12])[CH:6]=1)([CH3:4])([CH3:3])[CH3:2].CN(C)C1C=CC=CN=1.N1C(C)=CC=CC=1C.[F:30][C:31]([F:44])([F:43])[S:32](O[S:32]([C:31]([F:44])([F:43])[F:30])(=[O:34])=[O:33])(=[O:34])=[O:33], predict the reaction product. The product is: [F:30][C:31]([F:44])([F:43])[S:32]([O:11][C:8]1[CH:9]=[CH:10][C:5]([C:1]([CH3:4])([CH3:2])[CH3:3])=[CH:6][C:7]=1[F:12])(=[O:34])=[O:33].